Predict the reactants needed to synthesize the given product. From a dataset of Full USPTO retrosynthesis dataset with 1.9M reactions from patents (1976-2016). Given the product [CH3:1][O:5][C:6](=[O:20])[C:7]([CH3:19])([S:9][C:10]1[CH:18]=[CH:17][C:13]([C:14]([O:16][C@@H:32]([C:30]2[N:29]=[N:28][N:27]([CH2:26][C:25]3[CH:24]=[CH:23][C:22]([CH3:21])=[CH:36][CH:35]=3)[CH:31]=2)[CH3:33])=[O:15])=[CH:12][CH:11]=1)[CH3:8], predict the reactants needed to synthesize it. The reactants are: [C:1]([O:5][C:6](=[O:20])[C:7]([CH3:19])([S:9][C:10]1[CH:18]=[CH:17][C:13]([C:14]([OH:16])=[O:15])=[CH:12][CH:11]=1)[CH3:8])(C)(C)C.[CH3:21][C:22]1[CH:36]=[CH:35][C:25]([CH2:26][N:27]2[CH:31]=[C:30]([C@H:32](O)[CH3:33])[N:29]=[N:28]2)=[CH:24][CH:23]=1.